Dataset: Full USPTO retrosynthesis dataset with 1.9M reactions from patents (1976-2016). Task: Predict the reactants needed to synthesize the given product. (1) Given the product [Cl:16][C:17]1[CH:25]=[CH:24][CH:23]=[C:22]2[C:18]=1[C:19]([C:26](=[O:27])[NH:28][CH2:29][CH:30]1[CH2:31][CH2:32][C:33]([F:37])([F:36])[CH2:34][CH2:35]1)=[CH:20][N:21]2[CH2:2][CH:3]1[CH2:8][CH2:7][CH2:6][CH2:5][N:4]1[C:9]([O:11][C:12]([CH3:15])([CH3:14])[CH3:13])=[O:10], predict the reactants needed to synthesize it. The reactants are: O[CH2:2][CH:3]1[CH2:8][CH2:7][CH2:6][CH2:5][N:4]1[C:9]([O:11][C:12]([CH3:15])([CH3:14])[CH3:13])=[O:10].[Cl:16][C:17]1[CH:25]=[CH:24][CH:23]=[C:22]2[C:18]=1[C:19]([C:26]([NH:28][CH2:29][CH:30]1[CH2:35][CH2:34][C:33]([F:37])([F:36])[CH2:32][CH2:31]1)=[O:27])=[CH:20][NH:21]2. (2) Given the product [F:36][C:35]1[CH:34]=[C:33]([Cl:109])[C:32]([CH3:38])=[CH:31][C:30]=1[C:10]1[CH:15]=[CH:14][CH:13]=[CH:12][C:11]=1[NH:16][C:17]([C:19]1[C:20]([C:25]([F:26])([F:27])[F:28])=[N:21][N:22]([CH3:24])[CH:23]=1)=[O:18], predict the reactants needed to synthesize it. The reactants are: FC1C=C([C:10]2[CH:15]=[CH:14][CH:13]=[CH:12][C:11]=2[NH:16][C:17]([C:19]2[C:20]([C:25]([F:28])([F:27])[F:26])=[N:21][N:22]([CH3:24])[CH:23]=2)=[O:18])C=C(F)C=1F.F[C:30]1[CH:31]=[C:32]([C:38]2C=CC=CC=2NC(C2C(C(F)F)=NN(C)C=2)=O)[CH:33]=[C:34](F)[C:35]=1[F:36].FC1C=C(F)C(F)=CC=1C1C=CC=CC=1NC(C1C(C(F)F)=NN(C)C=1)=O.FC1C=C(C2C=CC=CC=2NC(C2C([Cl:109])=NN(C)C=2CF)=O)C=C(F)C=1F.FC(F)(OC1C=CC=CC=1NC(C1C(C(F)(F)F)=NN(C)C=1)=O)C(F)C(F)(F)F.FC(F)(OC1C=CC=CC=1NC(C1C(C(F)F)=NN(C)C=1)=O)C(F)C(F)(F)F.ClC(F)C(F)(F)OC1C=CC=CC=1NC(C1C(C(F)(F)F)=NN(C)C=1)=O.ClC(F)C(F)(F)OC1C=CC=CC=1NC(C1C(C(F)F)=NN(C)C=1)=O.FC(F)(OC1C=CC=CC=1NC(C1C(C(F)F)=NN(C)C=1)=O)C(F)F.FC(F)(OC1C=CC=CC=1NC(C1C(C(F)(F)F)=NN(C)C=1)=O)C(F)F.FC(F)(F)SC1C=CC(C2C=CC=CC=2NC(C2C(C(F)F)=NN(C)C=2)=O)=CC=1.FC(F)(F)SC1C=CC(C2C=CC=CC=2NC(C2C(C(F)(F)F)=NN(C)C=2)=O)=CC=1. (3) Given the product [CH2:11]([NH:17][C:18]([N:2]1[C:3](=[O:10])[C:4]2[CH:9]=[CH:8][CH:7]=[CH:6][C:5]=2[S:1]1)=[O:19])[CH2:12][CH2:13][CH2:14][CH2:15][CH3:16], predict the reactants needed to synthesize it. The reactants are: [S:1]1[C:5]2[CH:6]=[CH:7][CH:8]=[CH:9][C:4]=2[C:3](=[O:10])[NH:2]1.[CH2:11]([N:17]=[C:18]=[O:19])[CH2:12][CH2:13][CH2:14][CH2:15][CH3:16]. (4) Given the product [I:1][C:2]1[C:10]2[CH2:9][CH2:8][C:7]([CH3:12])([CH3:11])[CH2:6][C:5]=2[N:4]([CH3:13])[N:3]=1, predict the reactants needed to synthesize it. The reactants are: [I:1][C:2]1[C:10]2[CH2:9][CH2:8][C:7]([CH3:12])([CH3:11])[CH2:6][C:5]=2[NH:4][N:3]=1.[CH3:13]C([O-])(C)C.[K+].IC.